Dataset: Full USPTO retrosynthesis dataset with 1.9M reactions from patents (1976-2016). Task: Predict the reactants needed to synthesize the given product. (1) Given the product [CH2:1]([O:3][CH:4]([O:6][C:7]1[CH:12]=[CH:11][CH:10]=[C:9]([O:13][CH3:14])[C:8]=1[CH2:21][C:22]([O:24][CH2:25][CH3:26])=[O:23])[CH3:5])[CH3:2], predict the reactants needed to synthesize it. The reactants are: [CH2:1]([O:3][CH:4]([O:6][C:7]1[CH:12]=[CH:11][CH:10]=[C:9]([O:13][CH3:14])[CH:8]=1)[CH3:5])[CH3:2].C([Li])CCC.Br[CH2:21][C:22]([O:24][CH2:25][CH3:26])=[O:23].C(N(CC)C(C)C)(C)C. (2) The reactants are: [CH3:1][O:2][C:3]1[C:8]([N+:9]([O-])=O)=[C:7]([CH3:12])[CH:6]=[CH:5][N:4]=1.CO[C:15](OC)(N(C)C)[CH3:16]. Given the product [CH3:15][C:16]1[NH:9][C:8]2[C:7]([CH:12]=1)=[CH:6][CH:5]=[N:4][C:3]=2[O:2][CH3:1], predict the reactants needed to synthesize it. (3) Given the product [C:49]([O:48][C:46]([N:8]([C:6]([O:5][C:1]([CH3:2])([CH3:3])[CH3:4])=[O:7])[C:9]1[C:14]([C:15]2[O:19][N:18]=[C:17]([C:20]3[CH:25]=[CH:24][C:23]([CH2:26][N:27]([CH3:35])[C:28](=[O:34])[O:29][C:30]([CH3:31])([CH3:33])[CH3:32])=[CH:22][C:21]=3[F:36])[CH:16]=2)=[CH:13][C:12]([C:54]2[CH:59]=[CH:58][C:57]([S:60]([CH:63]([CH3:65])[CH3:64])(=[O:61])=[O:62])=[CH:56][N:55]=2)=[CH:11][N:10]=1)=[O:47])([CH3:51])([CH3:50])[CH3:52], predict the reactants needed to synthesize it. The reactants are: [C:1]([O:5][C:6]([N:8]([C:46]([O:48][C:49]([CH3:52])([CH3:51])[CH3:50])=[O:47])[C:9]1[C:14]([C:15]2[O:19][N:18]=[C:17]([C:20]3[CH:25]=[CH:24][C:23]([CH2:26][N:27]([CH3:35])[C:28](=[O:34])[O:29][C:30]([CH3:33])([CH3:32])[CH3:31])=[CH:22][C:21]=3[F:36])[CH:16]=2)=[CH:13][C:12](B2OC(C)(C)C(C)(C)O2)=[CH:11][N:10]=1)=[O:7])([CH3:4])([CH3:3])[CH3:2].Br[C:54]1[CH:59]=[CH:58][C:57]([S:60]([CH:63]([CH3:65])[CH3:64])(=[O:62])=[O:61])=[CH:56][N:55]=1.C([O-])([O-])=O.[Na+].[Na+]. (4) The reactants are: [C:1]([NH:5][C:6]([C:8]1[C:16]2[C:11](=[N:12][CH:13]=[C:14]([N:17]3[CH2:22][CH2:21][CH2:20][C:19]4[N:23]([CH3:26])[N:24]=[CH:25][C:18]3=4)[N:15]=2)[N:10](COCC[Si](C)(C)C)[CH:9]=1)=[O:7])([CH3:4])([CH3:3])[CH3:2].C(O)(C(F)(F)F)=O. Given the product [C:1]([NH:5][C:6]([C:8]1[C:16]2[C:11](=[N:12][CH:13]=[C:14]([N:17]3[CH2:22][CH2:21][CH2:20][C:19]4[N:23]([CH3:26])[N:24]=[CH:25][C:18]3=4)[N:15]=2)[NH:10][CH:9]=1)=[O:7])([CH3:4])([CH3:3])[CH3:2], predict the reactants needed to synthesize it. (5) Given the product [Cl:22][C:21]1[C:16]([N:14]([CH3:15])[CH2:13][C:12]([NH:11][CH:8]([C:4]2[CH:5]=[CH:6][CH:7]=[C:2]([Cl:1])[CH:3]=2)[CH2:9][OH:10])=[O:24])=[N:17][C:18]([NH:25][CH:26]([CH3:29])[CH2:27][OH:28])=[N:19][CH:20]=1, predict the reactants needed to synthesize it. The reactants are: [Cl:1][C:2]1[CH:3]=[C:4]([CH:8]([NH:11][C:12](=[O:24])[CH2:13][N:14]([C:16]2[C:21]([Cl:22])=[CH:20][N:19]=[C:18](Cl)[N:17]=2)[CH3:15])[CH2:9][OH:10])[CH:5]=[CH:6][CH:7]=1.[NH2:25][C@@H:26]([CH3:29])[CH2:27][OH:28]. (6) The reactants are: C(Cl)(=O)C.[NH:5]1[CH2:10][CH:9]=[C:8]([C:11]2[CH:16]=[CH:15][C:14]([NH:17][C:18]([N:20]3[CH2:28][C:27]4[C:22](=[CH:23][CH:24]=[CH:25][CH:26]=4)[CH2:21]3)=[O:19])=[CH:13][CH:12]=2)[CH2:7][CH2:6]1.NC1C=C2C(=CC=1)CN(C(NC1C=[CH:46][C:45]([C:48](=[O:53])NCCC)=[CH:44]C=1)=O)C2. Given the product [C:48]([N:5]1[CH2:6][CH:7]=[C:8]([C:11]2[CH:16]=[CH:15][C:14]([NH:17][C:18]([N:20]3[CH2:21][C:22]4[C:27](=[CH:26][CH:25]=[CH:24][CH:23]=4)[CH2:28]3)=[O:19])=[CH:13][CH:12]=2)[CH2:9][CH2:10]1)(=[O:53])[CH:45]([CH3:46])[CH3:44], predict the reactants needed to synthesize it. (7) Given the product [Br:1][C:2]1[N:7]=[C:6]([C:8]([O:10][CH3:16])=[O:9])[CH:5]=[CH:4][CH:3]=1, predict the reactants needed to synthesize it. The reactants are: [Br:1][C:2]1[N:7]=[C:6]([C:8]([OH:10])=[O:9])[CH:5]=[CH:4][CH:3]=1.S(=O)(=O)(O)O.[CH3:16]COC(C)=O.C(=O)(O)[O-].[Na+].